This data is from Forward reaction prediction with 1.9M reactions from USPTO patents (1976-2016). The task is: Predict the product of the given reaction. (1) The product is: [F:16][C:12]1([F:15])[CH2:13][CH2:14][C@H:9]([NH:8][S:3]([CH2:1][CH3:2])(=[O:5])=[O:4])[C@@H:10]([CH2:17][O:18][C:19]2[CH:24]=[CH:23][C:22]([N:25]3[CH2:29][CH2:28][CH2:27][C:26]3=[O:30])=[CH:21][CH:20]=2)[CH2:11]1. Given the reactants [CH2:1]([S:3](Cl)(=[O:5])=[O:4])[CH3:2].Cl.[NH2:8][C@H:9]1[CH2:14][CH2:13][C:12]([F:16])([F:15])[CH2:11][C@@H:10]1[CH2:17][O:18][C:19]1[CH:24]=[CH:23][C:22]([N:25]2[CH2:29][CH2:28][CH2:27][C:26]2=[O:30])=[CH:21][CH:20]=1.C(N(CC)CC)C, predict the reaction product. (2) Given the reactants [CH3:1][O:2][C:3]1[N:8]=[CH:7][C:6]([N:9]2[C:14](=[O:15])[NH:13][C:12]3[CH:16]=[CH:17][CH:18]=[CH:19][C:11]=3[S:10]2(=[O:21])=[O:20])=[CH:5][C:4]=1[CH3:22].[F:23][C:24]1[CH:31]=[C:30]([O:32][CH3:33])[CH:29]=[C:28]([F:34])[C:25]=1[CH2:26]Br.[C:35]([O-])([O-])=O.[K+].[K+].COC1C(C)=CC(N2C(=O)N(CC3C(F)=CC(F)=CC=3F)C3C=CC=CC=3S2(=O)=O)=CC=1C, predict the reaction product. The product is: [F:23][C:24]1[CH:31]=[C:30]([O:32][CH3:33])[CH:29]=[C:28]([F:34])[C:25]=1[CH2:26][N:13]1[C:12]2[CH:16]=[CH:17][CH:18]=[CH:19][C:11]=2[S:10](=[O:21])(=[O:20])[N:9]([C:6]2[CH:7]=[N:8][C:3]([O:2][CH2:1][CH3:35])=[C:4]([CH3:22])[CH:5]=2)[C:14]1=[O:15]. (3) Given the reactants [Cl:1][C:2]1[CH:3]=[CH:4][C:5]([O:10][CH3:11])=[C:6]([CH:9]=1)[CH:7]=O.[C-:12]#[N:13].[Na+].[Cl-].[NH4+:16], predict the reaction product. The product is: [NH2:16][CH:7]([C:6]1[CH:9]=[C:2]([Cl:1])[CH:3]=[CH:4][C:5]=1[O:10][CH3:11])[C:12]#[N:13]. (4) The product is: [Cl:1][C:2]1[CH:3]=[C:4]([C:8]2[N:9]=[C:10]([C:22]([N:24]3[CH2:28][C:27](=[O:29])[NH:26][CH2:25]3)=[O:23])[S:11][C:12]=2[C:13]2[CH:14]=[CH:15][C:16]([F:21])=[C:17]([C:19]#[N:20])[CH:18]=2)[CH:5]=[CH:6][C:7]=1[F:37]. Given the reactants [Cl:1][C:2]1[CH:3]=[C:4]([C:8]2[N:9]=[C:10]([C:22]([N:24]3[CH2:28][C:27](=[O:29])[NH:26][CH2:25]3)=[O:23])[S:11][C:12]=2[C:13]2[CH:14]=[CH:15][C:16]([F:21])=[C:17]([C:19]#[N:20])[CH:18]=2)[CH:5]=[CH:6][CH:7]=1.ClC1C=C(C2N=C(C(O)=O)SC=2C2C=CC(F)=C(C#N)C=2)C=CC=1[F:37], predict the reaction product. (5) Given the reactants [F:1][C:2]([F:12])([F:11])[C:3]1[CH:10]=[CH:9][C:6]([CH:7]=[O:8])=[CH:5][CH:4]=1.[CH:13]([Mg]Br)=[CH2:14].[Cl-].[NH4+], predict the reaction product. The product is: [F:1][C:2]([F:11])([F:12])[C:3]1[CH:10]=[CH:9][C:6]([CH:7]([OH:8])[CH:13]=[CH2:14])=[CH:5][CH:4]=1. (6) Given the reactants C([O:4][CH2:5][C:6]1[C:11]([N:12]2[CH2:24][CH2:23][C:22]3[N:21]4[C:16]([CH2:17][CH2:18][CH2:19][CH2:20]4)=[CH:15][C:14]=3[C:13]2=[O:25])=[CH:10][C:9]([F:26])=[CH:8][C:7]=1[C:27]1[CH:32]=[C:31]([NH:33][C:34]2[CH:39]=[CH:38][C:37]([N:40]3[CH2:45][CH2:44][N:43]([CH:46]4[CH2:49][O:48][CH2:47]4)[CH2:42][CH:41]3[CH2:50][CH3:51])=[CH:36][N:35]=2)[C:30](=[O:52])[N:29]([CH3:53])[CH:28]=1)(=O)C.[OH-].[Li+], predict the reaction product. The product is: [CH2:50]([C@H:41]1[CH2:42][N:43]([CH:46]2[CH2:47][O:48][CH2:49]2)[CH2:44][CH2:45][N:40]1[C:37]1[CH:38]=[CH:39][C:34]([NH:33][C:31]2[C:30](=[O:52])[N:29]([CH3:53])[CH:28]=[C:27]([C:7]3[C:6]([CH2:5][OH:4])=[C:11]([N:12]4[CH2:24][CH2:23][C:22]5[N:21]6[C:16]([CH2:17][CH2:18][CH2:19][CH2:20]6)=[CH:15][C:14]=5[C:13]4=[O:25])[CH:10]=[C:9]([F:26])[CH:8]=3)[CH:32]=2)=[N:35][CH:36]=1)[CH3:51]. (7) Given the reactants CC1C=CC(S(O[CH2:12][CH:13]2[CH2:17][C:16]3[CH:18]=[CH:19][CH:20]=[C:21](Br)[C:15]=3[O:14]2)(=O)=O)=CC=1.[CH3:23][O:24][C:25]1[CH:30]=[CH:29][CH:28]=[CH:27][C:26]=1B(O)O.C(=O)([O-])[O-].[K+].[K+].CC1C=CC(S(OCC2CC3C(C4C=CC=CC=4)=CC=CC=3O2)(=O)=O)=CC=1.CC1C=CC(S(OCC2CC3C=CC=C(C4C=CC=CC=4OC)C=3O2)(=O)=O)=CC=1.S(C1C=CC(C)=CC=1)([O-])(=O)=O.[N-:107]=[N+:108]=[N-:109].[Na+].N(CC1CC2C=C(Cl)C=C(C3C=CSC=3)C=2O1)=[N+]=[N-], predict the reaction product. The product is: [N:107]([CH2:12][CH:13]1[CH2:17][C:16]2[CH:18]=[CH:19][CH:20]=[C:21]([C:26]3[CH:27]=[CH:28][CH:29]=[CH:30][C:25]=3[O:24][CH3:23])[C:15]=2[O:14]1)=[N+:108]=[N-:109]. (8) Given the reactants [CH3:1][O:2][C:3]1[CH:4]=[C:5]([C:14]([O:16][CH3:17])=[O:15])[CH:6]=[C:7]2[C:12]=1[NH:11][CH:10]=[CH:9][C:8]2=O.P(Br)(Br)[Br:19], predict the reaction product. The product is: [Br:19][C:8]1[C:7]2[C:12](=[C:3]([O:2][CH3:1])[CH:4]=[C:5]([C:14]([O:16][CH3:17])=[O:15])[CH:6]=2)[N:11]=[CH:10][CH:9]=1. (9) Given the reactants [NH:1]1[C:9]2[C:4](=[CH:5][CH:6]=[CH:7][CH:8]=2)[CH2:3][C:2]1=[O:10].[Li+].C[Si]([N-][Si](C)(C)C)(C)C.[CH3:21][N:22]([CH2:24][CH:25]1[C:33]2[C:28](=[CH:29][CH:30]=[CH:31][CH:32]=2)[C:27](=O)[O:26]1)[CH3:23].[Li+].C[Si]([N-][Si](C)(C)C)(C)C.C1COCC1, predict the reaction product. The product is: [CH3:23][N:22]([CH2:24][CH:25]1[C:33]2[C:28](=[CH:29][CH:30]=[CH:31][CH:32]=2)[C:27](=[C:3]2[C:4]3[C:9](=[CH:8][CH:7]=[CH:6][CH:5]=3)[NH:1][C:2]2=[O:10])[O:26]1)[CH3:21].